From a dataset of Peptide-MHC class II binding affinity with 134,281 pairs from IEDB. Regression. Given a peptide amino acid sequence and an MHC pseudo amino acid sequence, predict their binding affinity value. This is MHC class II binding data. (1) The binding affinity (normalized) is 0. The peptide sequence is TALKKAITAMSEAQK. The MHC is HLA-DQA10101-DQB10501 with pseudo-sequence HLA-DQA10101-DQB10501. (2) The peptide sequence is FRNIVNMLHGVRDGL. The MHC is HLA-DQA10501-DQB10301 with pseudo-sequence HLA-DQA10501-DQB10301. The binding affinity (normalized) is 0.163. (3) The peptide sequence is ELTDFTILIKKYNLN. The MHC is DRB1_0101 with pseudo-sequence DRB1_0101. The binding affinity (normalized) is 0.402. (4) The peptide sequence is EGAVAVRRKRALSAT. The MHC is DRB1_0405 with pseudo-sequence DRB1_0405. The binding affinity (normalized) is 0.121. (5) The peptide sequence is EITGIMKDLDEPGHL. The MHC is DRB4_0101 with pseudo-sequence DRB4_0103. The binding affinity (normalized) is 0.346.